From a dataset of Reaction yield outcomes from USPTO patents with 853,638 reactions. Predict the reaction yield, written as a fraction of the theoretical maximum amount of product (1.0 means a 100% yield; for example, 0.34 means a 34% yield). (1) The catalyst is CO. The yield is 0.450. The reactants are [Cl:1][C:2]1[N:7]=[C:6](Cl)[C:5]([C:9]([F:12])([F:11])[F:10])=[CH:4][N:3]=1.[CH2:13]([N:15](CC)CC)C.CN. The product is [Cl:1][C:2]1[N:7]=[C:6]([NH:15][CH3:13])[C:5]([C:9]([F:12])([F:11])[F:10])=[CH:4][N:3]=1. (2) The reactants are [CH:1]1[CH:10]=[N:9][C:8]2[C:3](=[C:4]([N+:12]([O-:14])=[O:13])[CH:5]=[CH:6][C:7]=2[OH:11])[CH:2]=1.[OH:15][CH2:16][CH2:17][N+:18]([CH3:21])([CH3:20])[CH3:19]. The catalyst is C(O)(C)C. The product is [CH:1]1[CH:10]=[N:9][C:8]2[C:3](=[C:4]([N+:12]([O-:14])=[O:13])[CH:5]=[CH:6][C:7]=2[OH:11])[CH:2]=1.[OH:15][CH2:16][CH2:17][N+:18]([CH3:21])([CH3:20])[CH3:19]. The yield is 0.756. (3) The reactants are [CH3:1][O:2][N:3]([CH3:14])[C:4]([C:6]1[NH:10][N:9]=[C:8]([N+:11]([O-])=O)[CH:7]=1)=[O:5]. The catalyst is [Pd].CO. The product is [NH2:11][C:8]1[CH:7]=[C:6]([C:4]([N:3]([O:2][CH3:1])[CH3:14])=[O:5])[NH:10][N:9]=1. The yield is 0.810.